From a dataset of Catalyst prediction with 721,799 reactions and 888 catalyst types from USPTO. Predict which catalyst facilitates the given reaction. (1) Reactant: C1(P(C2CCCCC2)C2C=CC=CC=2C2C=CC=CC=2)CCCCC1.[F:26][C:27]([F:56])([F:55])[C:28]1[CH:29]=[C:30]([C:38]2[C:39]3[N:40]([N:44]=[C:45]([NH:47][CH:48]4[CH2:53][CH2:52][NH:51][CH2:50][CH:49]4[F:54])[N:46]=3)[CH:41]=[CH:42][CH:43]=2)[CH:31]=[C:32]([C:34]([F:37])([F:36])[F:35])[CH:33]=1.Cl[C:58]1[S:62][N:61]=[C:60]([CH3:63])[N:59]=1.CC(C)([O-])C.[Na+]. Product: [F:56][C:27]([F:26])([F:55])[C:28]1[CH:29]=[C:30]([C:38]2[C:39]3[N:40]([N:44]=[C:45]([NH:47][CH:48]4[CH2:53][CH2:52][N:51]([C:58]5[S:62][N:61]=[C:60]([CH3:63])[N:59]=5)[CH2:50][CH:49]4[F:54])[N:46]=3)[CH:41]=[CH:42][CH:43]=2)[CH:31]=[C:32]([C:34]([F:35])([F:36])[F:37])[CH:33]=1. The catalyst class is: 160. (2) Reactant: [NH2:1][C@H:2]1[CH2:7][CH2:6][CH2:5][CH2:4][C@@H:3]1[OH:8].[CH3:9][C:10]1([N:22]2[CH2:27][CH2:26][C:25](=O)[CH2:24][CH2:23]2)[CH2:14][CH2:13][N:12]([C:15]([O:17][C:18]([CH3:21])([CH3:20])[CH3:19])=[O:16])[CH2:11]1.C(O)(=O)C.[Na].[OH-].[Na+]. Product: [OH:8][C@H:3]1[CH2:4][CH2:5][CH2:6][CH2:7][C@@H:2]1[NH:1][CH:25]1[CH2:24][CH2:23][N:22]([C:10]2([CH3:9])[CH2:14][CH2:13][N:12]([C:15]([O:17][C:18]([CH3:21])([CH3:20])[CH3:19])=[O:16])[CH2:11]2)[CH2:27][CH2:26]1. The catalyst class is: 2. (3) Reactant: [CH2:1]([CH:3]([CH2:16][CH3:17])[CH:4]([C:6]1[CH:11]=[CH:10][C:9]([NH:12][C:13](=[O:15])[CH3:14])=[CH:8][CH:7]=1)O)[CH3:2].C([N:20]1[CH:24]=[CH:23][N:22]=[CH:21]1)([N:20]1[CH:24]=[CH:23][N:22]=[CH:21]1)=O. Product: [CH2:1]([CH:3]([CH2:16][CH3:17])[CH:4]([C:6]1[CH:11]=[CH:10][C:9]([NH:12][C:13](=[O:15])[CH3:14])=[CH:8][CH:7]=1)[N:20]1[CH:24]=[CH:23][N:22]=[CH:21]1)[CH3:2]. The catalyst class is: 10.